Dataset: Full USPTO retrosynthesis dataset with 1.9M reactions from patents (1976-2016). Task: Predict the reactants needed to synthesize the given product. (1) Given the product [C:1]([N:8]1[CH2:13][CH2:12][CH2:11][CH:10]([CH:14]=[O:15])[CH2:9]1)([O:3][C:4]([CH3:7])([CH3:6])[CH3:5])=[O:2], predict the reactants needed to synthesize it. The reactants are: [C:1]([N:8]1[CH2:13][CH2:12][CH2:11][CH:10]([CH2:14][OH:15])[CH2:9]1)([O:3][C:4]([CH3:7])([CH3:6])[CH3:5])=[O:2].C(N(CC)CC)C. (2) Given the product [Cl:22][C:23]1[CH:30]=[CH:29][C:28]([F:31])=[CH:27][C:24]=1[CH2:25][O:1][C:2]1[CH:3]=[CH:4][C:5]([C:8]2[CH:12]=[C:11]([C:13]([NH2:15])=[O:14])[O:10][N:9]=2)=[CH:6][CH:7]=1, predict the reactants needed to synthesize it. The reactants are: [OH:1][C:2]1[CH:7]=[CH:6][C:5]([C:8]2[CH:12]=[C:11]([C:13]([NH2:15])=[O:14])[O:10][N:9]=2)=[CH:4][CH:3]=1.C([O-])([O-])=O.[K+].[K+].[Cl:22][C:23]1[CH:30]=[CH:29][C:28]([F:31])=[CH:27][C:24]=1[CH2:25]Cl. (3) Given the product [F:48][C:49]1[CH:50]=[CH:51][C:52]2[N:53]([CH:55]=[C:56]([C:58]([NH:1][C@H:2]3[CH2:7][CH2:6][C@@H:5]([N:8]4[C:13](=[O:14])[C:12]5[CH:15]=[C:16]([F:19])[CH:17]=[N:18][C:11]=5[N:10]([C:20]5[CH:25]=[CH:24][CH:23]=[C:22]([C:26]6[CH:31]=[CH:30][CH:29]=[CH:28][N:27]=6)[CH:21]=5)[C:9]4=[O:32])[CH2:4][CH2:3]3)=[O:59])[N:57]=2)[CH:54]=1, predict the reactants needed to synthesize it. The reactants are: [NH2:1][C@@H:2]1[CH2:7][CH2:6][C@H:5]([N:8]2[C:13](=[O:14])[C:12]3[CH:15]=[C:16]([F:19])[CH:17]=[N:18][C:11]=3[N:10]([C:20]3[CH:25]=[CH:24][CH:23]=[C:22]([C:26]4[CH:31]=[CH:30][CH:29]=[CH:28][N:27]=4)[CH:21]=3)[C:9]2=[O:32])[CH2:4][CH2:3]1.F[P-](F)(F)(F)(F)F.C[N+](C)=C(N(C)C)O.[F:48][C:49]1[CH:50]=[CH:51][C:52]2[N:53]([CH:55]=[C:56]([C:58](O)=[O:59])[N:57]=2)[CH:54]=1.C(N(C(C)C)C(C)C)C. (4) The reactants are: [NH2:1][C:2]1[CH:22]=[CH:21][C:5]2[O:6][CH2:7][CH2:8][N:9]([CH2:10][CH2:11][N:12]([CH3:20])[C:13](=[O:19])[O:14][C:15]([CH3:18])([CH3:17])[CH3:16])[C:4]=2[CH:3]=1.I.[S:24]1[CH:28]=[CH:27][CH:26]=[C:25]1[C:29](SC)=[NH:30]. Given the product [CH3:20][N:12]([CH2:11][CH2:10][N:9]1[CH2:8][CH2:7][O:6][C:5]2[CH:21]=[CH:22][C:2]([NH:1][C:29]([C:25]3[S:24][CH:28]=[CH:27][CH:26]=3)=[NH:30])=[CH:3][C:4]1=2)[C:13](=[O:19])[O:14][C:15]([CH3:17])([CH3:18])[CH3:16], predict the reactants needed to synthesize it. (5) The reactants are: [C:1]([O:5][C:6]([NH:8][CH2:9][C:10]([OH:12])=O)=[O:7])([CH3:4])([CH3:3])[CH3:2].C1CCC(N=C=NC2CCCCC2)CC1.Cl.[CH2:29]([O:36][C:37]1[CH:43]=[CH:42][C:40]([NH2:41])=[CH:39][CH:38]=1)[C:30]1[CH:35]=[CH:34][CH:33]=[CH:32][CH:31]=1. Given the product [CH2:29]([O:36][C:37]1[CH:38]=[CH:39][C:40]([NH:41][C:10](=[O:12])[CH2:9][NH:8][C:6](=[O:7])[O:5][C:1]([CH3:2])([CH3:3])[CH3:4])=[CH:42][CH:43]=1)[C:30]1[CH:31]=[CH:32][CH:33]=[CH:34][CH:35]=1, predict the reactants needed to synthesize it. (6) Given the product [CH3:1][O:2][C:3]1[CH:33]=[C:32]([O:34][CH3:35])[CH:31]=[CH:30][C:4]=1[CH2:5][N:6]1[C:24]2[C:13]3[CH:14]=[C:15]4[C:19](=[CH:20][C:12]=3[CH2:11][C:10]=2[C:9]([OH:25])=[C:8]([C:26]([OH:28])=[O:27])[C:7]1=[O:29])[N:18]([CH3:21])[C:17]([CH:22]=[O:23])=[CH:16]4, predict the reactants needed to synthesize it. The reactants are: [CH3:1][O:2][C:3]1[CH:33]=[C:32]([O:34][CH3:35])[CH:31]=[CH:30][C:4]=1[CH2:5][N:6]1[C:24]2[C:13]3[CH:14]=[C:15]4[C:19](=[CH:20][C:12]=3[CH2:11][C:10]=2[C:9]([OH:25])=[C:8]([C:26]([OH:28])=[O:27])[C:7]1=[O:29])[N:18]([CH3:21])[C:17]([CH2:22][OH:23])=[CH:16]4. (7) The reactants are: [C:1]1([C:7]([CH:11]2[CH:16]3[CH2:17][CH2:18][N:13]([CH2:14][CH2:15]3)[CH2:12]2)([OH:10])[C:8]#[CH:9])[CH:6]=[CH:5][CH:4]=[CH:3][CH:2]=1.Br[C:20]1[CH:29]=[CH:28][C:23]([C:24]([O:26][CH3:27])=[O:25])=[CH:22][CH:21]=1.C(N(CC)CC)C.[Cl-]. Given the product [OH:10][C:7]([C:1]1[CH:2]=[CH:3][CH:4]=[CH:5][CH:6]=1)([CH:11]1[CH:16]2[CH2:17][CH2:18][N:13]([CH2:14][CH2:15]2)[CH2:12]1)[C:8]#[C:9][C:20]1[CH:29]=[CH:28][C:23]([C:24]([O:26][CH3:27])=[O:25])=[CH:22][CH:21]=1, predict the reactants needed to synthesize it. (8) Given the product [Cl:1][C:2]1[CH:7]=[CH:6][CH:5]=[CH:4][C:3]=1[N:8]1[C:12]([S:13]([C:14]2[CH:15]=[N:16][CH:17]=[C:18]([F:20])[CH:19]=2)(=[O:35])=[O:52])=[CH:11][C:10]([CH2:21][N:22]([CH3:30])[C:23](=[O:29])[O:24][C:25]([CH3:26])([CH3:27])[CH3:28])=[N:9]1, predict the reactants needed to synthesize it. The reactants are: [Cl:1][C:2]1[CH:7]=[CH:6][CH:5]=[CH:4][C:3]=1[N:8]1[C:12]([S:13][C:14]2[CH:15]=[N:16][CH:17]=[C:18]([F:20])[CH:19]=2)=[CH:11][C:10]([CH2:21][N:22]([CH3:30])[C:23](=[O:29])[O:24][C:25]([CH3:28])([CH3:27])[CH3:26])=[N:9]1.C(#N)C.C([O-])([O-])=[O:35].C([O-])([O-])=O.OO.OO.OO.[Na+].[Na+].[Na+].[Na+].[OH2:52]. (9) Given the product [OH:23][C:22]1[C:53]([C:51]([O:48][CH3:47])=[O:52])=[N:18][CH:19]=[C:20]2[N:5]([S:6]([C:9]3[CH:14]=[CH:13][CH:12]=[CH:11][CH:10]=3)(=[O:7])=[O:8])[CH:16]=[CH:17][C:21]=12, predict the reactants needed to synthesize it. The reactants are: COC(=O)C[N:5]([CH2:16][C:17]1[N:18](S(C2C=CC=CC=2)(=O)=O)[CH:19]=[CH:20][C:21]=1[C:22](OCC)=[O:23])[S:6]([C:9]1[CH:14]=[CH:13][C:12](C)=[CH:11][CH:10]=1)(=[O:8])=[O:7].[Li+].C[Si]([N-][Si](C)(C)C)(C)C.[C:47](=O)=[O:48].C[C:51]([CH3:53])=[O:52].